From a dataset of Forward reaction prediction with 1.9M reactions from USPTO patents (1976-2016). Predict the product of the given reaction. (1) Given the reactants [C:1]([C:3]1[N:7]2[N:8]=[CH:9][CH:10]=[CH:11][C:6]2=[N:5][CH:4]=1)#[CH:2].I[C:13]1[CH:14]=[C:15]([CH:37]=[CH:38][CH:39]=1)[C:16]([NH:18][C:19]1[CH:24]=[CH:23][C:22]([CH2:25][N:26]2[CH2:31][CH2:30][N:29]([CH3:32])[CH2:28][CH2:27]2)=[C:21]([C:33]([F:36])([F:35])[F:34])[CH:20]=1)=[O:17], predict the reaction product. The product is: [N:5]1[CH:4]=[C:3]([C:1]#[C:2][C:13]2[CH:14]=[C:15]([CH:37]=[CH:38][CH:39]=2)[C:16]([NH:18][C:19]2[CH:24]=[CH:23][C:22]([CH2:25][N:26]3[CH2:31][CH2:30][N:29]([CH3:32])[CH2:28][CH2:27]3)=[C:21]([C:33]([F:35])([F:34])[F:36])[CH:20]=2)=[O:17])[N:7]2[C:6]=1[CH:11]=[CH:10][CH:9]=[N:8]2. (2) Given the reactants Br[C:2]1[CH:7]=[CH:6][C:5]([C:8]([F:11])([F:10])[F:9])=[CH:4][N:3]=1.[Cl:12][C:13]1[CH:18]=[C:17](B(O)O)[CH:16]=[C:15]([Cl:22])[N:14]=1.C(Cl)Cl.C(=O)([O-])[O-].[K+].[K+], predict the reaction product. The product is: [Cl:12][C:13]1[CH:18]=[C:17]([C:2]2[CH:7]=[CH:6][C:5]([C:8]([F:11])([F:10])[F:9])=[CH:4][N:3]=2)[CH:16]=[C:15]([Cl:22])[N:14]=1. (3) Given the reactants [I:1][C:2]1[CH:3]=[N:4][N:5]([CH2:8][C:9]2([OH:15])[CH2:14][CH2:13][CH2:12][CH2:11][CH2:10]2)[C:6]=1[CH3:7].[H-].[Na+].Br[CH2:19][CH2:20][O:21][CH3:22].CN(C)P(N(C)C)(N(C)C)=O, predict the reaction product. The product is: [I:1][C:2]1[CH:3]=[N:4][N:5]([CH2:8][C:9]2([O:15][CH2:19][CH2:20][O:21][CH3:22])[CH2:10][CH2:11][CH2:12][CH2:13][CH2:14]2)[C:6]=1[CH3:7]. (4) Given the reactants [Br:1][C:2]1[CH:3]=[N:4][C:5]2[C:10]([C:11]=1[OH:12])=[CH:9][C:8]([I:13])=[C:7]([Cl:14])[CH:6]=2.ClC1C=[C:18]([NH:23][CH:24]=[C:25]([C:31](OCC)=O)C(OCC)=O)[CH:19]=[CH:20][C:21]=1I.[CH:36]1C=CC(P(C2C=CC=CC=2)C2C=CC=CC=2)=CC=1.[CH3:67][CH:66]([O:65][C:63](/N=N/[C:63]([O:65][CH:66]([CH3:68])[CH3:67])=[O:64])=[O:64])[CH3:68], predict the reaction product. The product is: [Br:1][C:2]1[CH:3]=[N:4][C:5]2[C:10]([C:11]=1[O:12][CH2:31][CH2:25][C@H:24]1[CH2:21][CH2:20][CH2:19][CH2:18][N:23]1[C:63]([O:65][C:66]([CH3:68])([CH3:36])[CH3:67])=[O:64])=[CH:9][C:8]([I:13])=[C:7]([Cl:14])[CH:6]=2. (5) Given the reactants [N:1]1[CH:6]=[CH:5][N:4]=[CH:3][C:2]=1[C:7]1[CH:12]=[CH:11][N:10]=[C:9]([NH:13][CH2:14][C:15]2[CH:23]=[CH:22][C:18]([C:19]([OH:21])=O)=[CH:17][CH:16]=2)[N:8]=1.[C:24]1([NH2:31])[CH:29]=[CH:28][CH:27]=[CH:26][C:25]=1[NH2:30].CCN(CC)CC.C1C=CC2N(O)N=NC=2C=1.O.CCN=C=NCCCN(C)C.Cl.Cl, predict the reaction product. The product is: [NH2:30][C:25]1[CH:26]=[CH:27][CH:28]=[CH:29][C:24]=1[NH:31][C:19](=[O:21])[C:18]1[CH:17]=[CH:16][C:15]([CH2:14][NH:13][C:9]2[N:8]=[C:7]([C:2]3[CH:3]=[N:4][CH:5]=[CH:6][N:1]=3)[CH:12]=[CH:11][N:10]=2)=[CH:23][CH:22]=1.